From a dataset of Forward reaction prediction with 1.9M reactions from USPTO patents (1976-2016). Predict the product of the given reaction. Given the reactants C(O)(C(F)(F)F)=O.[Br:8][C:9]1[CH:14]=[CH:13][C:12]([NH:15][C:16]([C:18]2[CH:44]=[CH:43][C:21]3[N:22]([CH3:42])[C:23]([NH:25][C:26]4[CH:27]=[C:28]([CH:38]=[CH:39][C:40]=4[Cl:41])[CH2:29][NH:30]C(=O)OC(C)(C)C)=[N:24][C:20]=3[CH:19]=2)=[O:17])=[CH:11][CH:10]=1, predict the reaction product. The product is: [NH2:30][CH2:29][C:28]1[CH:38]=[CH:39][C:40]([Cl:41])=[C:26]([NH:25][C:23]2[N:22]([CH3:42])[C:21]3[CH:43]=[CH:44][C:18]([C:16]([NH:15][C:12]4[CH:11]=[CH:10][C:9]([Br:8])=[CH:14][CH:13]=4)=[O:17])=[CH:19][C:20]=3[N:24]=2)[CH:27]=1.